This data is from Peptide-MHC class II binding affinity with 134,281 pairs from IEDB. The task is: Regression. Given a peptide amino acid sequence and an MHC pseudo amino acid sequence, predict their binding affinity value. This is MHC class II binding data. (1) The peptide sequence is IRYPLTFGWCFKLVPVDPREVEEA. The MHC is DRB3_0202 with pseudo-sequence DRB3_0202. The binding affinity (normalized) is 0. (2) The peptide sequence is EKKYFAATQFEPPAA. The MHC is HLA-DQA10101-DQB10501 with pseudo-sequence HLA-DQA10101-DQB10501. The binding affinity (normalized) is 0.433. (3) The MHC is HLA-DPA10201-DPB11401 with pseudo-sequence HLA-DPA10201-DPB11401. The binding affinity (normalized) is 0.127. The peptide sequence is EVVAATPTSLLISWG.